This data is from Forward reaction prediction with 1.9M reactions from USPTO patents (1976-2016). The task is: Predict the product of the given reaction. Given the reactants Br[C:2]1[CH:27]=[CH:26][C:5]([CH2:6][O:7][C:8]2[CH:17]=[CH:16][CH:15]=[C:14]3[C:9]=2[CH:10]=[CH:11][C:12]([NH:18][S:19]([C:22]([F:25])([F:24])[F:23])(=[O:21])=[O:20])=[CH:13]3)=[CH:4][CH:3]=1.[F:28][C:29]1[CH:34]=[CH:33][C:32](B(O)O)=[CH:31][CH:30]=1, predict the reaction product. The product is: [F:28][C:29]1[CH:34]=[CH:33][C:32]([C:2]2[CH:3]=[CH:4][C:5]([CH2:6][O:7][C:8]3[CH:17]=[CH:16][CH:15]=[C:14]4[C:9]=3[CH:10]=[CH:11][C:12]([NH:18][S:19]([C:22]([F:23])([F:25])[F:24])(=[O:21])=[O:20])=[CH:13]4)=[CH:26][CH:27]=2)=[CH:31][CH:30]=1.